Task: Predict the reactants needed to synthesize the given product.. Dataset: Retrosynthesis with 50K atom-mapped reactions and 10 reaction types from USPTO (1) Given the product Cc1ccc2c(n1)oc1c(-c3cc(-c4ccc(F)c(F)c4)ccn3)cccc12, predict the reactants needed to synthesize it. The reactants are: Cc1ccc2c(n1)oc1c(B3OC(C)(C)C(C)(C)O3)cccc12.Fc1ccc(-c2ccnc(Cl)c2)cc1F. (2) Given the product CCN(CC)c1c([N+](=O)[O-])cc(C)c(N)c1[N+](=O)[O-], predict the reactants needed to synthesize it. The reactants are: CCN(CC)c1c([N+](=O)[O-])cc(C)c(Cl)c1[N+](=O)[O-].N. (3) Given the product COc1nc(NCCN(C)C(=O)OC(C)(C)C)nc(OC)c1NC(=O)c1coc(Oc2cc(C(C)(C)C)ccc2C)n1, predict the reactants needed to synthesize it. The reactants are: COc1nc(NCCN(C)C(=O)OC(C)(C)C)nc(OC)c1N.Cc1ccc(C(C)(C)C)cc1Oc1nc(C(=O)O)co1. (4) Given the product CCCCCCCCCCCCCCCCNc1ccc(C(=O)OC(C)C(CO)C(C)O)cc1, predict the reactants needed to synthesize it. The reactants are: CC(O)C(CO)C(C)O.CCCCCCCCCCCCCCCCNc1ccc(C(=O)Cl)cc1. (5) The reactants are: CC(C)(C)N.Nc1nc(C(=O)N2Cc3ccccc3C2)c2cc(-c3ccc(F)cc3C=O)ccc2n1. Given the product CC(C)(C)NCc1cc(F)ccc1-c1ccc2nc(N)nc(C(=O)N3Cc4ccccc4C3)c2c1, predict the reactants needed to synthesize it. (6) Given the product CN(C)S(=O)(=O)c1cc(C(F)(F)F)ccc1NCc1ccccc1, predict the reactants needed to synthesize it. The reactants are: CN(C)S(=O)(=O)c1cc(C(F)(F)F)ccc1Cl.NCc1ccccc1. (7) The reactants are: Cc1ccc(-c2ccc(Cl)cc2)cc1C1C(=O)CC(CC=O)CC1=O.OCCCO. Given the product Cc1ccc(-c2ccc(Cl)cc2)cc1C1C(=O)CC(CC2OCCCO2)CC1=O, predict the reactants needed to synthesize it. (8) Given the product CC(C)(C)OC(=O)NC1CCN(c2ccc(Nc3ncc(C(F)(F)F)c(CCc4ccccc4CC(N)=O)n3)cc2)CC1, predict the reactants needed to synthesize it. The reactants are: COC(=O)Cc1ccccc1CCc1nc(Nc2ccc(N3CCC(NC(=O)OC(C)(C)C)CC3)cc2)ncc1C(F)(F)F.[NH4+]. (9) Given the product NC(=O)N(Cc1cccc(C(F)(F)F)c1)C(=S)Nc1ccc(Cl)c(Cl)c1, predict the reactants needed to synthesize it. The reactants are: NC(=O)NCc1cccc(C(F)(F)F)c1.S=C=Nc1ccc(Cl)c(Cl)c1. (10) The reactants are: CC(C)(C)c1cc(Br)c(O)c(C(C)(C)C)c1.CCI. Given the product CCOc1c(Br)cc(C(C)(C)C)cc1C(C)(C)C, predict the reactants needed to synthesize it.